Dataset: Full USPTO retrosynthesis dataset with 1.9M reactions from patents (1976-2016). Task: Predict the reactants needed to synthesize the given product. (1) Given the product [CH3:44][N:45]1[CH2:50][CH2:49][N:48]([CH2:51][CH2:52][N:53]2[CH2:58][C:57]3[CH:59]=[C:60](/[CH:63]=[CH:64]/[C:65](=[O:66])[N:11]4[CH2:12][CH:9]([O:8][CH2:7][C:3]5[S:2][CH:6]=[CH:5][CH:4]=5)[CH2:10]4)[CH:61]=[N:62][C:56]=3[NH:55][C:54]2=[O:68])[CH2:47][CH2:46]1, predict the reactants needed to synthesize it. The reactants are: Cl.[S:2]1[CH:6]=[CH:5][CH:4]=[C:3]1[CH2:7][O:8][CH:9]1[CH2:12][NH:11][CH2:10]1.CCN=C=NCCCN(C)C.C1C=CC2N(O)N=NC=2C=1.C(N(C(C)C)CC)(C)C.Cl.[CH3:44][N:45]1[CH2:50][CH2:49][N:48]([CH2:51][CH2:52][N:53]2[CH2:58][C:57]3[CH:59]=[C:60](/[CH:63]=[CH:64]/[C:65](O)=[O:66])[CH:61]=[N:62][C:56]=3[NH:55][C:54]2=[O:68])[CH2:47][CH2:46]1. (2) Given the product [O:19]1[CH2:20][CH:17]([CH2:16][N:13]2[CH2:14][CH2:15][N:10]([C:7]3[CH:8]=[CH:9][C:4]([NH2:1])=[CH:5][CH:6]=3)[CH2:11][CH2:12]2)[CH2:18]1, predict the reactants needed to synthesize it. The reactants are: [N+:1]([C:4]1[CH:9]=[CH:8][C:7]([N:10]2[CH2:15][CH2:14][N:13]([CH2:16][CH:17]3[CH2:20][O:19][CH2:18]3)[CH2:12][CH2:11]2)=[CH:6][CH:5]=1)([O-])=O.C(O)C.[Cl-].[NH4+]. (3) Given the product [CH2:1]([N:7]1[C:8]2[C:9](=[CH:10][CH:11]=[CH:12][CH:13]=2)[C:25]([OH:26])=[C:19]([C:17]([O:16][CH2:14][CH3:15])=[O:18])[C:20]1=[O:21])[CH2:2][CH2:3][CH2:4][CH2:5][CH3:6], predict the reactants needed to synthesize it. The reactants are: [CH2:1]([NH:7][C:8]1[CH:13]=[CH:12][CH:11]=[CH:10][CH:9]=1)[CH2:2][CH2:3][CH2:4][CH2:5][CH3:6].[CH2:14]([O:16][C:17]([CH:19]([C:25](OCC)=[O:26])[C:20](OCC)=[O:21])=[O:18])[CH3:15]. (4) Given the product [Cl:19][C:16]([F:17])([F:18])[O:15][C:12]1[CH:13]=[CH:14][C:9]([NH:8][C:6](=[O:7])[C:5]2[CH:20]=[C:21]([C:22]3[NH:26][N:25]=[CH:24][CH:23]=3)[C:2]([N:39]3[CH2:40][C:35]4([CH2:33][CH2:34]4)[NH:36][CH2:37][CH2:38]3)=[N:3][CH:4]=2)=[CH:10][CH:11]=1, predict the reactants needed to synthesize it. The reactants are: Cl[C:2]1[C:21]([C:22]2[N:26](C3CCCCO3)[N:25]=[CH:24][CH:23]=2)=[CH:20][C:5]([C:6]([NH:8][C:9]2[CH:14]=[CH:13][C:12]([O:15][C:16]([Cl:19])([F:18])[F:17])=[CH:11][CH:10]=2)=[O:7])=[CH:4][N:3]=1.[CH2:33]1[C:35]2([CH2:40][NH:39][CH2:38][CH2:37][N:36]2C(OC(C)(C)C)=O)[CH2:34]1. (5) The reactants are: [Br:1][C:2]1[CH:7]=[CH:6][CH:5]=[C:4]([CH2:8]Br)[CH:3]=1.[CH2:10]([Mg]Br)[CH:11]=[CH2:12]. Given the product [Br:1][C:2]1[CH:7]=[CH:6][CH:5]=[C:4]([CH2:8][CH2:12][CH:11]=[CH2:10])[CH:3]=1, predict the reactants needed to synthesize it. (6) Given the product [F:1][C:2]([F:22])([F:23])[C@@H:3]1[CH2:8][CH2:7][C@H:6]([NH:9][C:10]2[CH:11]=[C:12]3[C:17](=[CH:18][CH:19]=2)[CH:16]=[C:15]([CH:20]=[O:21])[CH:14]=[CH:13]3)[CH2:5][CH2:4]1, predict the reactants needed to synthesize it. The reactants are: [F:1][C:2]([F:23])([F:22])[C@@H:3]1[CH2:8][CH2:7][C@H:6]([NH:9][C:10]2[CH:11]=[C:12]3[C:17](=[CH:18][CH:19]=2)[CH:16]=[C:15]([CH2:20][OH:21])[CH:14]=[CH:13]3)[CH2:5][CH2:4]1. (7) Given the product [ClH:9].[Br:1][C:2]1[CH:7]=[C:6]([N:15]2[CH2:14][C@H:13]([CH3:17])[NH:12][C@H:11]([CH3:10])[CH2:16]2)[CH:5]=[CH:4][C:3]=1[Cl:9], predict the reactants needed to synthesize it. The reactants are: [Br:1][C:2]1[CH:7]=[C:6](F)[CH:5]=[CH:4][C:3]=1[Cl:9].[CH3:10][C@H:11]1[CH2:16][NH:15][CH2:14][C@@H:13]([CH3:17])[NH:12]1.C(=O)([O-])[O-].[K+].[K+].CS(C)=O. (8) Given the product [CH3:15][N:14]([CH2:16][C:17]1[N:18]([C:22]2[CH:23]=[C:24]([NH:32][C:33](=[O:42])[C:34]3[CH:35]=[CH:36][C:37]([CH3:40])=[C:38]([C:2]#[C:1][C:3]4[CH:4]=[N:5][CH:6]=[C:7]5[C:12]=4[N:11]=[CH:10][CH:9]=[CH:8]5)[CH:39]=3)[CH:25]=[C:26]([C:28]([F:29])([F:30])[F:31])[CH:27]=2)[CH:19]=[CH:20][N:21]=1)[CH3:13], predict the reactants needed to synthesize it. The reactants are: [C:1]([C:3]1[CH:4]=[N:5][CH:6]=[C:7]2[C:12]=1[N:11]=[CH:10][CH:9]=[CH:8]2)#[CH:2].[CH3:13][N:14]([CH2:16][C:17]1[N:18]([C:22]2[CH:23]=[C:24]([NH:32][C:33](=[O:42])[C:34]3[CH:39]=[CH:38][C:37]([CH3:40])=[C:36](I)[CH:35]=3)[CH:25]=[C:26]([C:28]([F:31])([F:30])[F:29])[CH:27]=2)[CH:19]=[CH:20][N:21]=1)[CH3:15]. (9) Given the product [C:1]([C:5]1[CH:10]=[CH:9][C:8]([NH:11][C:12](=[O:24])[C:13]2[CH:18]=[CH:17][C:16]([C:19]3[N:20]([S:33]([CH3:32])(=[O:35])=[O:34])[CH:21]=[CH:22][N:23]=3)=[CH:15][CH:14]=2)=[CH:7][CH:6]=1)([CH3:4])([CH3:2])[CH3:3], predict the reactants needed to synthesize it. The reactants are: [C:1]([C:5]1[CH:10]=[CH:9][C:8]([NH:11][C:12](=[O:24])[C:13]2[CH:18]=[CH:17][C:16]([C:19]3[NH:20][CH:21]=[CH:22][N:23]=3)=[CH:15][CH:14]=2)=[CH:7][CH:6]=1)([CH3:4])([CH3:3])[CH3:2].C(N(CC)CC)C.[CH3:32][S:33](Cl)(=[O:35])=[O:34]. (10) Given the product [N:1]1([C:7]2[N:12]=[CH:11][C:10]([CH2:13][N:19]3[C:15](=[O:25])[C:16]4[C:17](=[CH:21][CH:22]=[CH:23][CH:24]=4)[C:18]3=[O:20])=[CH:9][CH:8]=2)[CH2:2][CH2:3][O:4][CH2:5][CH2:6]1, predict the reactants needed to synthesize it. The reactants are: [N:1]1([C:7]2[N:12]=[CH:11][C:10]([CH2:13]O)=[CH:9][CH:8]=2)[CH2:6][CH2:5][O:4][CH2:3][CH2:2]1.[C:15]1(=[O:25])[NH:19][C:18](=[O:20])[C:17]2=[CH:21][CH:22]=[CH:23][CH:24]=[C:16]12.C1(P(C2C=CC=CC=2)C2C=CC=CC=2)C=CC=CC=1.CC(OC(/N=N/C(OC(C)C)=O)=O)C.